Dataset: Forward reaction prediction with 1.9M reactions from USPTO patents (1976-2016). Task: Predict the product of the given reaction. (1) Given the reactants [C:1]([N:3]=[C:4]([N:7]1[CH2:12][CH2:11][C:10]([CH2:27][C:28]#[N:29])([N:13]2[CH:17]=[C:16]([C:18]3[C:19]4[CH:26]=[CH:25][NH:24][C:20]=4[N:21]=[CH:22][N:23]=3)[CH:15]=[N:14]2)[CH2:9][CH2:8]1)SC)#[N:2].CO.[NH3:32], predict the reaction product. The product is: [C:1]([N:3]=[C:4]([N:7]1[CH2:12][CH2:11][C:10]([CH2:27][C:28]#[N:29])([N:13]2[CH:17]=[C:16]([C:18]3[C:19]4[CH:26]=[CH:25][NH:24][C:20]=4[N:21]=[CH:22][N:23]=3)[CH:15]=[N:14]2)[CH2:9][CH2:8]1)[NH2:32])#[N:2]. (2) Given the reactants C([O:3][C:4](=O)[CH2:5][CH:6]([C:8]1[CH:13]=[CH:12][C:11]([O:14][CH2:15][C:16]2[N:17]([C:24]3[C:29]([Cl:30])=[CH:28][CH:27]=[CH:26][C:25]=3[Cl:31])[N:18]=[CH:19][C:20]=2[CH:21]([CH3:23])[CH3:22])=[CH:10][C:9]=1[CH3:32])[CH3:7])C.[BH4-].[Na+], predict the reaction product. The product is: [Cl:31][C:25]1[CH:26]=[CH:27][CH:28]=[C:29]([Cl:30])[C:24]=1[N:17]1[C:16]([CH2:15][O:14][C:11]2[CH:12]=[CH:13][C:8]([CH:6]([CH3:7])[CH2:5][CH2:4][OH:3])=[C:9]([CH3:32])[CH:10]=2)=[C:20]([CH:21]([CH3:23])[CH3:22])[CH:19]=[N:18]1. (3) Given the reactants [Cl:1][C:2]1[CH:3]=[C:4]([C:8]2[N:9]=[C:10]([CH:13]3[O:18][CH2:17][CH2:16][NH:15][CH2:14]3)[NH:11][CH:12]=2)[CH:5]=[CH:6][CH:7]=1.[Cl:19][C:20]1[CH:25]=[C:24](Cl)[N:23]=[C:22]([NH2:27])[N:21]=1.CCN(C(C)C)C(C)C, predict the reaction product. The product is: [Cl:19][C:20]1[CH:25]=[C:24]([N:15]2[CH2:16][CH2:17][O:18][CH:13]([C:10]3[NH:11][CH:12]=[C:8]([C:4]4[CH:5]=[CH:6][CH:7]=[C:2]([Cl:1])[CH:3]=4)[N:9]=3)[CH2:14]2)[N:23]=[C:22]([NH2:27])[N:21]=1. (4) Given the reactants [CH3:1][O:2][C:3]1[CH:15]=[CH:14][C:13]2[C:12]3[C:7](=[CH:8][CH:9]=[CH:10][CH:11]=3)[NH:6][C:5]=2[CH:4]=1.[H-].[Na+].Br[CH2:19][C:20](=[O:25])[C:21]([CH3:24])([CH3:23])[CH3:22], predict the reaction product. The product is: [CH3:1][O:2][C:3]1[CH:15]=[CH:14][C:13]2[C:12]3[C:7](=[CH:8][CH:9]=[CH:10][CH:11]=3)[N:6]([CH2:19][C:20](=[O:25])[C:21]([CH3:24])([CH3:23])[CH3:22])[C:5]=2[CH:4]=1. (5) Given the reactants [Cl:1][C:2]1[S:6][C:5]([S:7]([NH:10][C@H:11]([CH2:19][OH:20])[C@H:12]([CH3:18])[CH2:13][C:14]([F:17])([F:16])[F:15])(=[O:9])=[O:8])=[CH:4][CH:3]=1.CC(OI1(OC(C)=O)(OC(C)=O)OC(=O)C2C=CC=CC1=2)=O.S([O-])([O-])(=O)=S.[Na+].[Na+], predict the reaction product. The product is: [Cl:1][C:2]1[S:6][C:5]([S:7]([NH:10][C@H:11]([CH:19]=[O:20])[C@H:12]([CH3:18])[CH2:13][C:14]([F:15])([F:16])[F:17])(=[O:9])=[O:8])=[CH:4][CH:3]=1.